Task: Regression. Given a peptide amino acid sequence and an MHC pseudo amino acid sequence, predict their binding affinity value. This is MHC class II binding data.. Dataset: Peptide-MHC class II binding affinity with 134,281 pairs from IEDB The peptide sequence is GELQIVDKLDAAFKI. The MHC is DRB4_0101 with pseudo-sequence DRB4_0103. The binding affinity (normalized) is 0.736.